From a dataset of Full USPTO retrosynthesis dataset with 1.9M reactions from patents (1976-2016). Predict the reactants needed to synthesize the given product. (1) Given the product [N:58]1([C:22]([CH:19]2[CH2:20][CH2:21][N:17]([C:14]3[CH:13]=[CH:12][C:11]([C:9]([N:7]4[CH2:27][C:4]5([CH3:26])[CH2:5][CH:6]4[CH2:25][C:2]([CH3:1])([CH3:8])[CH2:3]5)=[O:10])=[CH:16][CH:15]=3)[CH2:18]2)=[O:23])[CH2:63][CH2:62][O:61][CH2:60][CH2:59]1, predict the reactants needed to synthesize it. The reactants are: [CH3:1][C:2]12[CH2:25][CH:6]([N:7]([C:9]([C:11]3[CH:16]=[CH:15][C:14]([N:17]4[CH2:21][CH2:20][CH:19]([C:22](O)=[O:23])[CH2:18]4)=[CH:13][CH:12]=3)=[O:10])[CH2:8]1)[CH2:5][C:4]([CH3:27])([CH3:26])[CH2:3]2.C1C=CC2N(O)N=NC=2C=1.CCN=C=NCCCN(C)C.CCN(C(C)C)C(C)C.[NH:58]1[CH2:63][CH2:62][O:61][CH2:60][CH2:59]1. (2) Given the product [NH2:33][C:31]1[N:32]=[C:27]([NH:1][CH2:2][CH2:3][CH2:4][N:5]2[CH:9]=[C:8]([C:10]3[CH:15]=[CH:14][C:13]([CH2:16][CH3:17])=[CH:12][CH:11]=3)[C:7]([NH:18][C:19]([O:21][C:22]([CH3:24])([CH3:23])[CH3:25])=[O:20])=[CH:6]2)[CH:28]=[CH:29][C:30]=1[N+:34]([O-:36])=[O:35], predict the reactants needed to synthesize it. The reactants are: [NH2:1][CH2:2][CH2:3][CH2:4][N:5]1[CH:9]=[C:8]([C:10]2[CH:15]=[CH:14][C:13]([CH2:16][CH3:17])=[CH:12][CH:11]=2)[C:7]([NH:18][C:19]([O:21][C:22]([CH3:25])([CH3:24])[CH3:23])=[O:20])=[CH:6]1.Cl[C:27]1[N:32]=[C:31]([NH2:33])[C:30]([N+:34]([O-:36])=[O:35])=[CH:29][CH:28]=1.CCN(C(C)C)C(C)C. (3) Given the product [CH3:40][O:41][CH:2]([O:44][CH3:43])[C:3]1[CH:29]=[CH:28][C:6]([C:7]([NH:9][N:10]([C:18](=[O:27])[C:19]2[CH:24]=[C:23]([CH3:25])[CH:22]=[C:21]([CH3:26])[CH:20]=2)[C@H:11]([CH2:16][CH3:17])[C:12]([CH3:15])([CH3:14])[CH3:13])=[O:8])=[CH:5][C:4]=1[B:30]1[O:34][C:33]([CH3:36])([CH3:35])[C:32]([CH3:38])([CH3:37])[O:31]1, predict the reactants needed to synthesize it. The reactants are: Br[CH:2](Br)[C:3]1[CH:29]=[CH:28][C:6]([C:7]([NH:9][N:10]([C:18](=[O:27])[C:19]2[CH:24]=[C:23]([CH3:25])[CH:22]=[C:21]([CH3:26])[CH:20]=2)[C@H:11]([CH2:16][CH3:17])[C:12]([CH3:15])([CH3:14])[CH3:13])=[O:8])=[CH:5][C:4]=1[B:30]1[O:34][C:33]([CH3:36])([CH3:35])[C:32]([CH3:38])([CH3:37])[O:31]1.[CH3:40][O-:41].[Na+].[CH3:43][OH:44]. (4) Given the product [C:11]1([CH3:18])[CH:12]=[C:13]([CH3:17])[CH:14]=[C:15]([CH3:16])[C:10]=1[S:7]([O:6][NH2:5])(=[O:9])=[O:8], predict the reactants needed to synthesize it. The reactants are: CCO/C(/C)=[N:5]\[O:6][S:7]([C:10]1[C:15]([CH3:16])=[CH:14][C:13]([CH3:17])=[CH:12][C:11]=1[CH3:18])(=[O:9])=[O:8].Cl(O)(=O)(=O)=O. (5) Given the product [Cl:20][C:21]1[C:26]([Cl:27])=[C:25]([N+:28]([O-:30])=[O:29])[CH:24]=[CH:23][C:22]=1[O:8][C:6]1[CH:5]=[CH:4][N:3]=[C:2]([NH2:1])[CH:7]=1, predict the reactants needed to synthesize it. The reactants are: [NH2:1][C:2]1[CH:7]=[C:6]([OH:8])[CH:5]=[CH:4][N:3]=1.C1CCN2C(=NCCC2)CC1.[Cl:20][C:21]1[C:26]([Cl:27])=[C:25]([N+:28]([O-:30])=[O:29])[CH:24]=[CH:23][C:22]=1F. (6) Given the product [CH3:24][O:25][C:26]1[CH:33]=[CH:32][C:29]([CH2:30][NH:31][C:20]([C:10]2[C:9]([OH:23])=[C:8]([C:5]3[CH:6]=[CH:7][C:2]([Cl:1])=[CH:3][CH:4]=3)[N:12]([C:13]3[CH:18]=[CH:17][CH:16]=[CH:15][C:14]=3[Cl:19])[N:11]=2)=[O:22])=[CH:28][CH:27]=1, predict the reactants needed to synthesize it. The reactants are: [Cl:1][C:2]1[CH:7]=[CH:6][C:5]([C:8]2[N:12]([C:13]3[CH:18]=[CH:17][CH:16]=[CH:15][C:14]=3[Cl:19])[N:11]=[C:10]([C:20]([OH:22])=O)[C:9]=2[OH:23])=[CH:4][CH:3]=1.[CH3:24][O:25][C:26]1[CH:33]=[CH:32][C:29]([CH2:30][NH2:31])=[CH:28][CH:27]=1. (7) Given the product [F:1][C:2]1[CH:7]=[CH:6][C:5]([N:8]2[C:17]3[C:12](=[CH:13][C:14]([F:31])=[C:15]([N:18]4[CH2:22][CH2:21][CH:20]([NH:23][C:24]([O:26][C:27]([CH3:30])([CH3:29])[CH3:28])=[O:25])[CH2:19]4)[CH:16]=3)[C:11](=[O:32])[N:10]([OH:33])[C:9]2=[O:41])=[CH:4][CH:3]=1, predict the reactants needed to synthesize it. The reactants are: [F:1][C:2]1[CH:7]=[CH:6][C:5]([N:8]2[C:17]3[C:12](=[CH:13][C:14]([F:31])=[C:15]([N:18]4[CH2:22][CH2:21][CH:20]([NH:23][C:24]([O:26][C:27]([CH3:30])([CH3:29])[CH3:28])=[O:25])[CH2:19]4)[CH:16]=3)[C:11](=[O:32])[N:10]([O:33]CC3C=CC=CC=3)[C:9]2=[O:41])=[CH:4][CH:3]=1.